This data is from Forward reaction prediction with 1.9M reactions from USPTO patents (1976-2016). The task is: Predict the product of the given reaction. (1) The product is: [C:45]([O:44][C:42]([N:39]1[CH2:40][CH2:41][C:36]([C:33]2[S:34][CH:35]=[C:31]([C:15]3[C:6]([O:5][CH:1]4[CH2:2][CH2:3][CH2:4]4)=[C:7]4[C:12](=[CH:13][CH:14]=3)[N:11]([C:25]([O:27][CH3:28])=[O:26])[C@@H:10]([CH3:29])[CH2:9][CH2:8]4)[N:32]=2)([F:49])[CH2:37][CH2:38]1)=[O:43])([CH3:48])([CH3:47])[CH3:46]. Given the reactants [CH:1]1([O:5][C:6]2[C:15](B3OC(C)(C)C(C)(C)O3)=[CH:14][CH:13]=[C:12]3[C:7]=2[CH2:8][CH2:9][C@H:10]([CH3:29])[N:11]3[C:25]([O:27][CH3:28])=[O:26])[CH2:4][CH2:3][CH2:2]1.Br[C:31]1[N:32]=[C:33]([C:36]2([F:49])[CH2:41][CH2:40][N:39]([C:42]([O:44][C:45]([CH3:48])([CH3:47])[CH3:46])=[O:43])[CH2:38][CH2:37]2)[S:34][CH:35]=1.C(=O)([O-])[O-].[Cs+].[Cs+], predict the reaction product. (2) The product is: [C:4]([O:3][C:1](=[O:2])[NH:8][C:9]1[CH:17]=[CH:16][CH:15]=[C:11]([C:12](=[O:14])[NH:19][CH2:20][C:21]2[CH:32]=[CH:31][C:30]([C:33]#[N:34])=[CH:29][C:22]=2[O:23][CH2:24][C:25](=[O:26])[NH:27][CH3:28])[CH:10]=1)([CH3:5])([CH3:6])[CH3:7]. Given the reactants [C:1]([NH:8][C:9]1[CH:10]=[C:11]([CH:15]=[CH:16][CH:17]=1)[C:12]([OH:14])=O)([O:3][C:4]([CH3:7])([CH3:6])[CH3:5])=[O:2].Cl.[NH2:19][CH2:20][C:21]1[CH:32]=[CH:31][C:30]([C:33]#[N:34])=[CH:29][C:22]=1[O:23][CH2:24][C:25]([NH:27][CH3:28])=[O:26], predict the reaction product. (3) Given the reactants Br[CH:2]([CH3:12])[C:3]([C:5]1[CH:10]=[CH:9][C:8]([Cl:11])=[CH:7][CH:6]=1)=[O:4].Cl.[CH2:14]([O:16][C:17](=[O:20])[CH2:18][NH2:19])[CH3:15].C(N(CC)C(C)C)(C)C, predict the reaction product. The product is: [CH2:14]([O:16][C:17](=[O:20])[CH2:18][NH:19][CH:2]([CH3:12])[C:3]([C:5]1[CH:10]=[CH:9][C:8]([Cl:11])=[CH:7][CH:6]=1)=[O:4])[CH3:15]. (4) Given the reactants [Cl:1][C:2]1[N:7]=[CH:6][C:5]2[CH:8]=[N:9][N:10]([C:11]3[CH:16]=[CH:15][CH:14]=[C:13]([N:17]4[CH2:23][CH2:22][CH2:21][NH:20][CH2:19][CH2:18]4)[N:12]=3)[C:4]=2[CH:3]=1.[O:24]1[CH2:27][C:26](=O)[CH2:25]1, predict the reaction product. The product is: [Cl:1][C:2]1[N:7]=[CH:6][C:5]2[CH:8]=[N:9][N:10]([C:11]3[CH:16]=[CH:15][CH:14]=[C:13]([N:17]4[CH2:23][CH2:22][CH2:21][N:20]([CH:26]5[CH2:27][O:24][CH2:25]5)[CH2:19][CH2:18]4)[N:12]=3)[C:4]=2[CH:3]=1. (5) Given the reactants C(OCCCC)(=O)C1C(=CC=CC=1)C(OCC1C=CC=CC=1)=[O:5].[C:24]([O-:27])(=[O:26])[CH3:25].[Cu+2:28].[C:29]([O-:32])(=[O:31])[CH3:30], predict the reaction product. The product is: [OH2:5].[C:24]([O-:27])(=[O:26])[CH3:25].[Cu+2:28].[C:29]([O-:32])(=[O:31])[CH3:30]. (6) The product is: [O:1]([C:8]1[CH:9]=[CH:10][C:11]([NH:14][C:15]2[C:24]3[C:19](=[CH:20][C:21]([C:25]4[O:26][C:27]([CH:30]=[O:31])=[CH:28][CH:29]=4)=[CH:22][CH:23]=3)[N:18]=[CH:17][CH:16]=2)=[CH:12][CH:13]=1)[C:2]1[CH:3]=[CH:4][CH:5]=[CH:6][CH:7]=1. Given the reactants [O:1]([C:8]1[CH:13]=[CH:12][C:11]([NH:14][C:15]2[C:24]3[C:19](=[CH:20][C:21]([C:25]4[O:26][C:27]([CH:30]5OCC[O:31]5)=[CH:28][CH:29]=4)=[CH:22][CH:23]=3)[N:18]=[CH:17][CH:16]=2)=[CH:10][CH:9]=1)[C:2]1[CH:7]=[CH:6][CH:5]=[CH:4][CH:3]=1.[OH-].[Na+], predict the reaction product. (7) The product is: [NH2:33][C:29]1[N:28]=[C:27]([S:2]([NH:3][C:4](=[O:5])[C:6]2[CH:11]=[CH:10][C:9]([C:12]([CH3:15])([CH3:14])[CH3:13])=[N:8][C:7]=2[O:16][C:17]2[C:18]([CH3:25])=[CH:19][C:20]([CH3:24])=[CH:21][C:22]=2[CH3:23])(=[NH:1])=[O:26])[CH:32]=[CH:31][CH:30]=1. Given the reactants [NH2:1][S:2]([C:27]1[CH:32]=[CH:31][CH:30]=[C:29]([NH:33]CC2C=CC(OC)=CC=2OC)[N:28]=1)(=[O:26])=[N:3][C:4]([C:6]1[C:7]([O:16][C:17]2[C:22]([CH3:23])=[CH:21][C:20]([CH3:24])=[CH:19][C:18]=2[CH3:25])=[N:8][C:9]([C:12]([CH3:15])([CH3:14])[CH3:13])=[CH:10][CH:11]=1)=[O:5].FC(F)(F)C(O)=O.C([O-])(O)=O.[Na+], predict the reaction product.